This data is from Experimentally validated miRNA-target interactions with 360,000+ pairs, plus equal number of negative samples. The task is: Binary Classification. Given a miRNA mature sequence and a target amino acid sequence, predict their likelihood of interaction. (1) The miRNA is hsa-miR-506-3p with sequence UAAGGCACCCUUCUGAGUAGA. The protein sequence of the target gene is MSSAAEPPPPPPPESAPSKPAASIASGGSNSSNKGGPEGVAAQAVASAASAGPADAEMEEIFDDASPGKQKEIQEPDPTYEEKMQTDRANRFEYLLKQTELFAHFIQPAAQKTPTSPLKMKPGRPRIKKDEKQNLLSVGDYRHRRTEQEEDEELLTESSKATNVCTRFEDSPSYVKWGKLRDYQVRGLNWLISLYENGINGILADEMGLGKTLQTISLLGYMKHYRNIPGPHMVLVPKSTLHNWMSEFKRWVPTLRSVCLIGDKEQRAAFVRDVLLPGEWDVCVTSYEMLIKEKSVFKKF.... Result: 0 (no interaction). (2) Result: 0 (no interaction). The protein sequence of the target gene is MPRGFLVKRSKKSTPVSYRVRGGEDSDRALLLSPGCGGARAEPPVPSPGPLPPPPPPALAERAHAALAAALACAPGPPPPPPPGPRAAHFGNPEAAHPAPLYSPTRPVSREHEKHKYFERSFNLGSPVSAESFPTPAALLAGGGSGANGAGGGGGGTCGGDALLFAPAELKMGTAFSAGAEAARGPGTGPPLSPAAALRPPGKRPAPPAAVATEPPAKAAKAPSAKKPKAIRKLHFEDEVTTSPVLGLKIKEGPVEAPRGRAGGATRPLGEFICQLCKEEYADPFALAQHKCSRIVRVEY.... The miRNA is hsa-miR-135b-3p with sequence AUGUAGGGCUAAAAGCCAUGGG. (3) The miRNA is mmu-miR-493-3p with sequence UGAAGGUCCUACUGUGUGCCAGG. The protein sequence of the target gene is MILLEVNNRIIEETLALKFENAAAGNKPEAVEVTFADFDGVLYHISNPNGDKTKVMVSISLKFYKELQAHGADELLKRVYGSFLVNPESGYNVSLLYDLENLPASKDSIVHQAGMLKRNCFASVFEKYFQFQEEGKEGENRAVIHYRDDETMYVESKKDRVTVVFSTVFKDDDDVVIGKVFMQEFKEGRRASHTAPQVLFSHREPPLELKDTDAAVGDNIGYITFVLFPRHTNASARDNTINLIHTFRDYLHYHIKCSKAYIHTRMRAKTSDFLKVLNRARPDAEKKEMKTITGKTFSSR.... Result: 0 (no interaction). (4) The miRNA is hsa-miR-4652-3p with sequence GUUCUGUUAACCCAUCCCCUCA. The protein sequence of the target gene is MNIHMKRKTIKNINTFENRMLMLDGMPAVRVKTELLESEQGSPNVHNYPDMEAVPLLLNNVKGEPPEDSLSVDHFQTQTEPVDLSINKARTSPTAVSSSPVSMTASASSPSSTSTSSSSSSRLASSPTVITSVSSASSSSTVLTPGPLVASASGVGGQQFLHIIHPVPPSSPMNLQSNKLSHVHRIPVVVQSVPVVYTAVRSPGNVNNTIVVPLLEDGRGHGKAQMDPRGLSPRQSKSDSDDDDLPNVTLDSVNETGSTALSIARAVQEVHPSPVSRVRGNRMNNQKFPCSISPFSIEST.... Result: 1 (interaction). (5) The miRNA is hsa-miR-508-5p with sequence UACUCCAGAGGGCGUCACUCAUG. The protein sequence of the target gene is MSSESSKKRKPKVIRSDGAPAEGKRNRSDTEQEGKYYSEEAEVDLRDPGRDYELYKYTCQELQRLMAEIQDLKSRGGKDVAIEIEERRIQSCVHFMTLKKLNRLAHIRLKKGRDQTHEAKQKVDAYHLQLQNLLYEVMHLQKEITKCLEFKSKHEEIDLVSLEEFYKEAPPDISKAEVTMGDPHQQTLARLDWELEQRKRLAEKYRECLSNKEKILKEIEVKKEYLSSLQPRLNSIMQASLPVQEYLFMPFDQAHKQYETARHLPPPLYVLFVQATAYGQACDKTLSVAIEGSVDEAKAL.... Result: 1 (interaction). (6) The miRNA is mmu-miR-216c-5p with sequence GAAGAAUCUCUACAGGUAAGUGU. The protein sequence of the target gene is MANNFTTPLATSHGNNCDLYAHHSTARVLMPLHYSLVFIIGLVGNLLALVVIVQNRKKINSTTLYSMNLVISDILFTTALPTRIAYYALGFDWRIGDALCRVTALVFYINTYAGVNFMTCLSIDRFFAVVHPLRYNKIKRIEYAKGVCLSVWILVFAQTLPLLLTPMSKEEGDKTTCMEYPNFEGTASLPWILLGACLLGYVLPITVILLCYSQICCKLFRTAKQNPLTEKSGVNKKALNTIILIIVVFILCFTPYHVAIIQHMIKMLCSPGALECGARHSFQISLHFTVCLMNFNCCMD.... Result: 0 (no interaction). (7) The miRNA is hsa-miR-6801-3p with sequence ACCCCUGCCACUCACUGGCC. The protein sequence of the target gene is MAAVDLEKLRASGAGKAIGVLTSGGDAQGMNAAVRAVTRMGIYVGAKVFLIYEGYEGLVEGGENIKQANWLSVSNIIQLGGTIIGSARCKAFTTREGRRAAAYNLVQHGITNLCVIGGDGSLTGANIFRSEWGSLLEELVAEGKISETTARTYSHLNIAGLVGSIDNDFCGTDMTIGTDSALHRIMEVIDAITTTAQSHQRTFVLEVMGRHCGYLALVSALASGADWLFIPEAPPEDGWENFMCERLGETRSRGSRLNIIIIAEGAIDRNGKPISSSYVKDLVVQRLGFDTRVTVLGHVQ.... Result: 1 (interaction).